This data is from Full USPTO retrosynthesis dataset with 1.9M reactions from patents (1976-2016). The task is: Predict the reactants needed to synthesize the given product. (1) Given the product [CH3:1][O:2][CH2:3][CH:4]([NH:6][C:7]([C:9]1[CH:10]=[C:11]([C:18]2[CH:19]=[CH:20][C:21]([CH3:24])=[CH:22][CH:23]=2)[CH:12]=[C:13]([N:15]2[CH:26]=[CH:25][N:17]=[N:16]2)[CH:14]=1)=[O:8])[CH3:5], predict the reactants needed to synthesize it. The reactants are: [CH3:1][O:2][CH2:3][CH:4]([NH:6][C:7]([C:9]1[CH:10]=[C:11]([C:18]2[CH:23]=[CH:22][C:21]([CH3:24])=[CH:20][CH:19]=2)[CH:12]=[C:13]([N:15]=[N+:16]=[N-:17])[CH:14]=1)=[O:8])[CH3:5].[C:25]([Si](C)(C)C)#[CH:26]. (2) Given the product [OH:1][C:2]1[CH:11]=[CH:10][C:9]2[C:4](=[CH:5][CH:6]=[CH:7][CH:8]=2)[C:3]=1[C:12]([N:31]1[CH2:32][CH2:33][CH:28]([N:24]2[CH2:25][CH2:26][CH2:27][C:21]3([C:20](=[O:34])[O:19][C:18]([CH3:17])([CH3:35])[CH2:22]3)[CH2:23]2)[CH2:29][CH2:30]1)=[O:14], predict the reactants needed to synthesize it. The reactants are: [OH:1][C:2]1[CH:11]=[CH:10][C:9]2[C:4](=[CH:5][CH:6]=[CH:7][CH:8]=2)[C:3]=1[C:12]([OH:14])=O.Cl.Cl.[CH3:17][C:18]1([CH3:35])[CH2:22][C:21]2([CH2:27][CH2:26][CH2:25][N:24]([CH:28]3[CH2:33][CH2:32][NH:31][CH2:30][CH2:29]3)[CH2:23]2)[C:20](=[O:34])[O:19]1.C(OC(C)C)(C)C.